Dataset: Full USPTO retrosynthesis dataset with 1.9M reactions from patents (1976-2016). Task: Predict the reactants needed to synthesize the given product. (1) The reactants are: [OH:1][CH2:2][C@H:3]1[CH2:14][CH2:13][C:12]2[S:11][C:10]3[N:9]=[CH:8][N:7]=[C:6]([O:15][CH:16]4[CH2:21][CH2:20][CH:19]([N:22]([CH3:30])[C:23](=[O:29])[O:24][C:25]([CH3:28])([CH3:27])[CH3:26])[CH2:18][CH2:17]4)[C:5]=3[C:4]1=2.[CH3:31][S:32](Cl)(=[O:34])=[O:33].C(N(CC)CC)C. Given the product [CH3:31][S:32]([O:1][CH2:2][C@H:3]1[CH2:14][CH2:13][C:12]2[S:11][C:10]3[N:9]=[CH:8][N:7]=[C:6]([O:15][CH:16]4[CH2:17][CH2:18][CH:19]([N:22]([CH3:30])[C:23](=[O:29])[O:24][C:25]([CH3:26])([CH3:27])[CH3:28])[CH2:20][CH2:21]4)[C:5]=3[C:4]1=2)(=[O:34])=[O:33], predict the reactants needed to synthesize it. (2) Given the product [Cl:12][C:13]1[CH:19]=[C:18]([Cl:20])[CH:17]=[CH:16][C:14]=1[NH:15][C:3](=[O:5])[CH2:2][C:1]([NH:15][C:14]1[CH:16]=[CH:17][C:18]([Cl:20])=[CH:19][C:13]=1[Cl:12])=[O:9], predict the reactants needed to synthesize it. The reactants are: [C:1]([O:9]CC)(=O)[CH2:2][C:3]([O:5]CC)=O.[Cl:12][C:13]1[CH:19]=[C:18]([Cl:20])[CH:17]=[CH:16][C:14]=1[NH2:15]. (3) Given the product [CH:1]([N:9]1[CH2:8][CH2:7][CH2:6][CH2:5][CH2:4][C:3]1=[O:10])=[CH2:2], predict the reactants needed to synthesize it. The reactants are: [CH:1]#[CH:2].[C:3]1(=[O:10])[NH:9][CH2:8][CH2:7][CH2:6][CH2:5][CH2:4]1. (4) Given the product [Br:1][C:2]1[CH:7]=[CH:6][C:5]([O:8][CH3:9])=[C:4]2[C:3]=1[CH:13]=[CH:14][NH:10]2, predict the reactants needed to synthesize it. The reactants are: [Br:1][C:2]1[CH:7]=[CH:6][C:5]([O:8][CH3:9])=[C:4]([N+:10]([O-])=O)[C:3]=1[CH3:13].[CH3:14]OC(OC)N(C)C.N1CCCC1.C([O-])([O-])=O.[Na+].[Na+]. (5) Given the product [CH3:18][O:19][C:20](=[O:25])[CH2:21][C:22]([NH:17][C:4]1[CH:5]=[CH:6][C:7]([O:8][CH2:9][C:10]2[CH:15]=[CH:14][CH:13]=[C:12]([F:16])[CH:11]=2)=[C:2]([F:1])[CH:3]=1)=[O:23], predict the reactants needed to synthesize it. The reactants are: [F:1][C:2]1[CH:3]=[C:4]([NH2:17])[CH:5]=[CH:6][C:7]=1[O:8][CH2:9][C:10]1[CH:15]=[CH:14][CH:13]=[C:12]([F:16])[CH:11]=1.[CH3:18][O:19][C:20](=[O:25])[CH2:21][C:22](Cl)=[O:23]. (6) Given the product [C:27]([O:31][C:32](=[O:45])[NH:33][CH2:34][CH2:35][CH:36]([C:37]1[CH:42]=[CH:41][CH:40]=[C:39]([Cl:43])[CH:38]=1)[NH:44][C:20](=[O:22])[C:19]1[CH:23]=[CH:24][C:25]([CH3:26])=[C:17]([NH:16][C:14]([C:8]2[C:9](=[O:13])[NH:10][C:11]3[C:6]([CH:7]=2)=[CH:5][N:4]=[C:3]([O:2][CH3:1])[CH:12]=3)=[O:15])[CH:18]=1)([CH3:30])([CH3:28])[CH3:29], predict the reactants needed to synthesize it. The reactants are: [CH3:1][O:2][C:3]1[CH:12]=[C:11]2[C:6]([CH:7]=[C:8]([C:14]([NH:16][C:17]3[CH:18]=[C:19]([CH:23]=[CH:24][C:25]=3[CH3:26])[C:20]([OH:22])=O)=[O:15])[C:9](=[O:13])[NH:10]2)=[CH:5][N:4]=1.[C:27]([O:31][C:32](=[O:45])[NH:33][CH2:34][CH2:35][CH:36]([NH2:44])[C:37]1[CH:42]=[CH:41][CH:40]=[C:39]([Cl:43])[CH:38]=1)([CH3:30])([CH3:29])[CH3:28].